This data is from Cav3 T-type calcium channel HTS with 100,875 compounds. The task is: Binary Classification. Given a drug SMILES string, predict its activity (active/inactive) in a high-throughput screening assay against a specified biological target. (1) The molecule is O=C1N(CCC23CC4CC(C3)CC(C2)C4)CCC1. The result is 0 (inactive). (2) The drug is Clc1c(C(=O)NC(=S)NC2CCSC2=O)cccc1. The result is 0 (inactive). (3) The molecule is O=C(N1CCN(CC1)c1nc(N2CCN(CC2)C(=O)C(n2nnc(C(N)C(CC)C)c2)Cc2ccc(O)cc2)nc(n1)NCCOCCOCCOCC#C)C(n1nnc(c1)C(N)CO)CCCCN. The result is 0 (inactive). (4) The molecule is OC(C1CC1)(c1ccccc1)C#CCN1CCOCC1. The result is 0 (inactive). (5) The result is 0 (inactive). The molecule is [nH]1c2c(c(c1)c1nc(c(nn1)c1ccccc1)c1ccccc1)cccc2.